Dataset: Experimentally validated miRNA-target interactions with 360,000+ pairs, plus equal number of negative samples. Task: Binary Classification. Given a miRNA mature sequence and a target amino acid sequence, predict their likelihood of interaction. (1) The miRNA is hsa-miR-501-3p with sequence AAUGCACCCGGGCAAGGAUUCU. The protein sequence of the target gene is MASRCWRWWGWSAWPRTRLPPAGSTPSFCHHFSTQEKTPQICVVGSGPAGFYTAQHLLKHPQAHVDIYEKQPVPFGLVRFGVAPDHPEVKNVINTFTQTAHSGRCAFWGNVEVGRDVTVPELREAYHAVVLSYGAEDHRALEIPGEELPGVCSARAFVGWYNGLPENQELEPDLSCDTAVILGQGNVALDVARILLTPPEHLERTDITKAALGVLRQSRVKTVWLVGRRGPLQVAFTIKELREMIQLPGARPILDPVDFLGLQDKIKEVPRPRKRLTELLLRTATEKPGPAEAARQASAS.... Result: 1 (interaction). (2) The miRNA is hsa-miR-1273h-5p with sequence CUGGGAGGUCAAGGCUGCAGU. The protein sequence of the target gene is MALLAIHSWRWAAAAVAFEKHKHSAVLTRALVSMCGSGPRWSSSQRGASGSARLSQTTESLRNTTQQRWGKDNSRQLLDATKALQTWPLIEKRTCWHGHAGGGLHTDPKEGLKDVDTRKIIKAMLSYVWPEDRPDLRARVAISLGFLGGAKAMNIVVPFMFKYAVDSLNQMSGNMLNLSDAPNTVATMATAVLIGYGVSRAGAAFFNEVRNAVFGKVAQNSIRRIAKNVFLHLHNLDLGFHLSRQTGALSKAIDRGTRGISFVLSALVFNLLPIVFEMMLVSSVLYYKCGAQFALVTLGT.... Result: 0 (no interaction). (3) The miRNA is mmu-miR-216c-5p with sequence GAAGAAUCUCUACAGGUAAGUGU. The protein sequence of the target gene is MASSSDSEDDSVMAVDQEETALEGTMEQDEDPHPVLEVEETRHNRSMSELPEEVLEYILSFLSPYQEHKTAALVCKQWYRLIKGVAHQCYHGFMKAVQEGNIQWESRTYPYPGTPITQRFSHSACYYDANQSMYVFGGCTQSSCNAAFNDLWRLDLNSKEWIRPLASGSYPSPKAGATLVVYKDLLVLFGGWTRPSPYPLHQPERFFDEIHTYSPSKNWWNCIVTTHGPPPMAGHSSCVIGDKMIVFGGSLGSRQMSNEVWVLDLEQWAWSKPNISGPSPHPRGGQSQIVIDDTTLLILG.... Result: 0 (no interaction). (4) The miRNA is hsa-miR-4639-3p with sequence UCACUCUCACCUUGCUUUGC. The protein sequence of the target gene is MAHPVQSEFPSAQEPGSAAFLDLPEMEILLTKAENKDDKTLNLSKTLSGPLDLEQNSQGLPFKAISEGHLEAPLPRSPSRASSRRASSIATTSYAQDQEAPRDYLILAVVACFCPVWPLNLIPLIISIMSRSSMQQGNVDGARRLGRLARLLSITLIIMGIVIIMVAVTVNFTVQKK. Result: 0 (no interaction). (5) The miRNA is hsa-miR-181b-5p with sequence AACAUUCAUUGCUGUCGGUGGGU. The protein sequence of the target gene is MNMVKRIMGRPRQEECSPQDNALGLMHLRRLFTELCHPPRHMTQKEQEEKLYMMLPVFNRVFGNAPPNTMTEKFSDLLQFTTQVSRLMVTEIRRRASNKSTEAASRAIVQFLEINQSEEASRGWMLLTTINLLASSGQKTVDCMTTMSVPSTLVKCLYLFFDLPHVPEAGGGAQNELPLAERRGLLQKAFVQILVKLCSFVSPAEELAQKDDLQLLFSAITSWCPPYNLPWRKSAGEVLMTISRHGLSVNVVKYIHEKECLSTCVQNMQQSDDLSPLEIVEMFAGLSCFLKDSSDVSQTL.... Result: 0 (no interaction). (6) The miRNA is mmu-miR-1843b-5p with sequence AUGGAGGUCUCUGUCUGACUU. The protein sequence of the target gene is MTAEETVNVKEVEIIKLILDFLNSKKLHISMLALEKESGVINGLFSDDMLFLRQLILDGQWDEVLQFIQPLECMEKFDKKRFRYIILKQKFLEALCVNNAMSAEDEPQHLEFTMQEAVQCLHALEEYCPSKDDYSKLCLLLTLPRLTNHAEFKDWNPSTARVHCFEEACVMVAEFIPADRKLSEAGFKASNNRLFQLVMKGLLYECCVEFCQSKATGEEITESEVLLGIDLLCGNGCDDLDLSLLSWLQNLPSSVFSCAFEQKMLNIHVDKLLKPTKAAYADLLTPLISKLSPYPSSPMR.... Result: 0 (no interaction). (7) The miRNA is bta-miR-27b with sequence UUCACAGUGGCUAAGUUCUGC. The protein sequence of the target gene is MVDLESEVPPLPPRYRFRDLLLGDQGWQNDDRVQVEFYMNENTFKERLKLFFIKNQRSSLRIRLFNFSLKLLSCLLYIIRVLLENPSQGNEWSHIFWVNRSLPLWGLQVSVALISLFETILLGYLSYKGNIWEQILRIPFILEIINAVPFIISIFWPSLRNLFVPVFLNCWLAKHALENMINDLHRAIQRTQSAMFNQVLILISTLLCLIFTCICGIQHLERIGKKLNLFDSLYFCIVTFSTVGFGDVTPETWSSKLFVVAMICVALVVLPIQFEQLAYLWMERQKSGGNYSRHRAQTEK.... Result: 0 (no interaction). (8) The miRNA is hsa-miR-523-5p with sequence CUCUAGAGGGAAGCGCUUUCUG. The protein sequence of the target gene is MAEEPEPDLGVAEGSEDQALEMPSWKAPEDIDPQPGSYEIRHYGPAKWVSTCVESLDWDSAIQTGFTKLNGYIQGKNEKEMKIKLTAPVTSYVEPGSSPFSESTITISLYIPSEQQPDPPRPSESDVFIEDRAEMTVFVRSFDGFSSGQKNQEQLLTLANILREEGKVFNEKVFYTAGYSSPFQLLDRNNEVWLIQKNEPSVENK. Result: 0 (no interaction). (9) The miRNA is hsa-miR-3189-5p with sequence UGCCCCAUCUGUGCCCUGGGUAGGA. The protein sequence of the target gene is MLGLEGPCWVGPGPDGGLAVSEEFGDVRLFGSARQPLGSLGGWTGHTFGCPAGICSNSEGNVIVADEQRRQVTLFPRAGPPICLVSEGLGQPLGVACAPQGQLLVADAKDNSIKVYQGLKELA. Result: 1 (interaction).